Dataset: Forward reaction prediction with 1.9M reactions from USPTO patents (1976-2016). Task: Predict the product of the given reaction. (1) Given the reactants [F:1][C:2]1[CH:7]=[C:6]([F:8])[CH:5]=[CH:4][C:3]=1[S:9]([NH:12][C:13]1[C:14]([O:29][CH3:30])=[N:15][CH:16]=[C:17]([C:19]2[CH:24]=[CH:23][N:22]3[N:25]=[CH:26][C:27](I)=[C:21]3[N:20]=2)[CH:18]=1)(=[O:11])=[O:10].C(N(C(C)C)CC)(C)C.[CH3:40][C:41]([OH:45])([C:43]#[CH:44])[CH3:42], predict the reaction product. The product is: [F:1][C:2]1[CH:7]=[C:6]([F:8])[CH:5]=[CH:4][C:3]=1[S:9]([NH:12][C:13]1[C:14]([O:29][CH3:30])=[N:15][CH:16]=[C:17]([C:19]2[CH:24]=[CH:23][N:22]3[N:25]=[CH:26][C:27]([C:44]#[C:43][C:41]([OH:45])([CH3:42])[CH3:40])=[C:21]3[N:20]=2)[CH:18]=1)(=[O:11])=[O:10]. (2) The product is: [F:1][C:2]1[C:7]([F:8])=[CH:6][C:5]([C:9]2[CH:10]=[CH:11][C:12]([O:15][CH2:19][C:20]3[CH:21]=[C:22]([CH:25]=[CH:26][CH:27]=3)[CH:23]=[O:24])=[CH:13][CH:14]=2)=[C:4]([O:16][CH3:17])[CH:3]=1. Given the reactants [F:1][C:2]1[C:7]([F:8])=[CH:6][C:5]([C:9]2[CH:14]=[CH:13][C:12]([OH:15])=[CH:11][CH:10]=2)=[C:4]([O:16][CH3:17])[CH:3]=1.Br[CH2:19][C:20]1[CH:21]=[C:22]([CH:25]=[CH:26][CH:27]=1)[CH:23]=[O:24].C(=O)([O-])[O-].[K+].[K+], predict the reaction product. (3) Given the reactants [C@H:1]([NH:5][C:6](=[O:20])[C:7]1[CH:12]=[CH:11][CH:10]=[C:9]([CH2:13][N:14]2[CH2:19][CH2:18][NH:17][CH2:16][CH2:15]2)[CH:8]=1)([CH2:3][CH3:4])[CH3:2].[NH2:21][C:22]1[CH:30]=[CH:29][C:25]([C:26](O)=[O:27])=[CH:24][C:23]=1[F:31].C(N(CC)CC)C.CCCP1(OP(CCC)(=O)OP(CCC)(=O)O1)=O, predict the reaction product. The product is: [NH2:21][C:22]1[CH:30]=[CH:29][C:25]([C:26]([N:17]2[CH2:16][CH2:15][N:14]([CH2:13][C:9]3[CH:8]=[C:7]([CH:12]=[CH:11][CH:10]=3)[C:6]([NH:5][C@@H:1]([CH2:3][CH3:4])[CH3:2])=[O:20])[CH2:19][CH2:18]2)=[O:27])=[CH:24][C:23]=1[F:31].